The task is: Predict the reactants needed to synthesize the given product.. This data is from Full USPTO retrosynthesis dataset with 1.9M reactions from patents (1976-2016). (1) Given the product [Cl:1][C:2]1[CH:3]=[CH:4][C:5]([N:8]2[C:16](=[O:17])[C:15]3[CH:56]=[N:57][N:12]([C:18]4[CH:23]=[CH:22][CH:21]=[C:20]([S:24]([CH3:27])(=[O:25])=[O:26])[CH:19]=4)[C:11]=3[N:10]=[C:9]2[C:28]2[CH:29]=[CH:30][C:31]([C:44]3[CH:49]=[N:48][CH:47]=[CH:46][N:45]=3)=[CH:32][CH:33]=2)=[CH:6][CH:7]=1, predict the reactants needed to synthesize it. The reactants are: [Cl:1][C:2]1[CH:7]=[CH:6][C:5]([N:8]2[C:16](=[O:17])[C:15]3N=C[N:12]([C:18]4[CH:23]=[CH:22][CH:21]=[C:20]([S:24]([CH3:27])(=[O:26])=[O:25])[CH:19]=4)[C:11]=3[N:10]=[C:9]2[C:28]2[CH:33]=[CH:32][C:31](B3OC(C)(C)C(C)(C)O3)=[CH:30][CH:29]=2)=[CH:4][CH:3]=1.I[C:44]1[CH:49]=[N:48][CH:47]=[CH:46][N:45]=1.C(=O)([O-])[O-].[Cs+].[Cs+].[CH3:56][N:57](C)C=O. (2) Given the product [CH3:1][O:2][C:3](=[O:25])[CH2:4][C:5]1[CH:6]=[C:7]([C:13]2[CH:18]=[CH:17][C:16]([C:19]([F:22])([F:20])[F:21])=[CH:15][C:14]=2[CH2:23][NH:34][CH2:33][CH2:32][C:26]2[CH:31]=[CH:30][CH:29]=[CH:28][CH:27]=2)[C:8]([O:11][CH3:12])=[CH:9][CH:10]=1, predict the reactants needed to synthesize it. The reactants are: [CH3:1][O:2][C:3](=[O:25])[CH2:4][C:5]1[CH:6]=[C:7]([C:13]2[CH:18]=[CH:17][C:16]([C:19]([F:22])([F:21])[F:20])=[CH:15][C:14]=2[CH:23]=O)[C:8]([O:11][CH3:12])=[CH:9][CH:10]=1.[C:26]1([CH2:32][CH2:33][NH2:34])[CH:31]=[CH:30][CH:29]=[CH:28][CH:27]=1.C(O[BH-](OC(=O)C)OC(=O)C)(=O)C.[Na+]. (3) The reactants are: [F:1][C:2]1[C:3]([CH3:11])=[C:4]([CH:8]=[CH:9][CH:10]=1)[C:5]([OH:7])=[O:6].CN(CCN(C)C)C.[Li][CH:21]([CH2:23][CH3:24])[CH3:22].[Br-:25].[CH2:26]1[CH2:30][O:29][CH2:28][CH2:27]1. Given the product [Br:25][C:21]1[CH:23]=[CH:24][C:28]([O:29][CH3:30])=[C:27]([CH2:26][CH2:11][C:3]2[C:2]([F:1])=[CH:10][CH:9]=[CH:8][C:4]=2[C:5]([OH:7])=[O:6])[CH:22]=1, predict the reactants needed to synthesize it. (4) Given the product [C:27]([C:20]1([NH:19][C:17](=[O:18])[CH:16]([NH:15][C:2]2[C:7]3[CH:8]=[CH:9][CH:10]=[CH:11][C:6]=3[O:5][C:4](=[O:12])[N:3]=2)[CH2:29][CH:30]2[CH2:31][CH2:32][CH2:33][CH2:34][CH2:35]2)[CH2:21][CH2:22][N:23]([CH3:26])[CH2:24][CH2:25]1)#[N:28], predict the reactants needed to synthesize it. The reactants are: Cl[C:2]1[C:7]2[CH:8]=[CH:9][CH:10]=[CH:11][C:6]=2[O:5][C:4](=[O:12])[N:3]=1.Cl.Cl.[NH2:15][CH:16]([CH2:29][CH:30]1[CH2:35][CH2:34][CH2:33][CH2:32][CH2:31]1)[C:17]([NH:19][C:20]1([C:27]#[N:28])[CH2:25][CH2:24][N:23]([CH3:26])[CH2:22][CH2:21]1)=[O:18]. (5) Given the product [CH3:20][O:19][CH2:18][O:17][C:14]1[CH:15]=[CH:16][C:11]([CH2:10][C@H:9]([NH2:8])[CH2:21][O:22][CH3:23])=[CH:12][CH:13]=1, predict the reactants needed to synthesize it. The reactants are: C([N:8](CC1C=CC=CC=1)[C@H:9]([CH2:21][O:22][CH3:23])[CH2:10][C:11]1[CH:16]=[CH:15][C:14]([O:17][CH2:18][O:19][CH3:20])=[CH:13][CH:12]=1)C1C=CC=CC=1.